From a dataset of Full USPTO retrosynthesis dataset with 1.9M reactions from patents (1976-2016). Predict the reactants needed to synthesize the given product. Given the product [CH3:36][O:35][C:31]1[C:29]2[N:30]=[C:26]([NH:25][C:13]3[O:8][C:7]([C:6]4[CH:5]=[CH:4][C:3]([O:2][CH3:1])=[CH:12][CH:11]=4)=[N:9][N:10]=3)[S:27][C:28]=2[CH:34]=[CH:33][CH:32]=1, predict the reactants needed to synthesize it. The reactants are: [CH3:1][O:2][C:3]1[CH:12]=[CH:11][C:6]([C:7]([NH:9][NH2:10])=[O:8])=[CH:5][CH:4]=1.[C:13](N1C=CN=C1)(N1C=CN=C1)=S.[NH2:25][C:26]1[S:27][C:28]2[CH:34]=[CH:33][CH:32]=[C:31]([O:35][CH3:36])[C:29]=2[N:30]=1.NNC(N)=S.S(Cl)(C1C=CC(C)=CC=1)(=O)=O.N1C=CC=CC=1.Cl.